From a dataset of Peptide-MHC class II binding affinity with 134,281 pairs from IEDB. Regression. Given a peptide amino acid sequence and an MHC pseudo amino acid sequence, predict their binding affinity value. This is MHC class II binding data. (1) The peptide sequence is YVAWMSATAALAREA. The MHC is DRB1_1201 with pseudo-sequence DRB1_1201. The binding affinity (normalized) is 0.251. (2) The peptide sequence is SGHAFGAMAKKGDEQ. The MHC is DRB1_1101 with pseudo-sequence DRB1_1101. The binding affinity (normalized) is 0.534. (3) The peptide sequence is PSPIGYLGLLSQRTR. The MHC is DRB1_0405 with pseudo-sequence DRB1_0405. The binding affinity (normalized) is 0.809. (4) The peptide sequence is LVVGIYDEPMTPGQC. The MHC is HLA-DQA10501-DQB10301 with pseudo-sequence HLA-DQA10501-DQB10301. The binding affinity (normalized) is 0.233. (5) The peptide sequence is GMVIFFMSPKGISRM. The MHC is DRB1_0901 with pseudo-sequence DRB1_0901. The binding affinity (normalized) is 0.787.